This data is from Catalyst prediction with 721,799 reactions and 888 catalyst types from USPTO. The task is: Predict which catalyst facilitates the given reaction. (1) Reactant: NCCCCN.Br[CH2:8][C:9]1[CH:28]=[CH:27][C:12]2[N:13]([CH2:18][C:19]3[CH:24]=[CH:23][C:22]([O:25][CH3:26])=[CH:21][CH:20]=3)[C:14](=[O:17])[CH2:15][O:16][C:11]=2[CH:10]=1.C[Si](Cl)(C)C.[C:34]([O:44][CH2:45][CH3:46])(=[O:43])[CH:35]=[CH:36][C:37]1[CH:42]=[CH:41][CH:40]=[CH:39][CH:38]=1.[Cl-].[NH4+].[NH4+]. Product: [O:17]=[C:14]1[N:13]([CH2:18][C:19]2[CH:24]=[CH:23][C:22]([O:25][CH3:26])=[CH:21][CH:20]=2)[C:12]2[CH:27]=[CH:28][C:9]([CH2:8][CH:36]([C:37]3[CH:38]=[CH:39][CH:40]=[CH:41][CH:42]=3)[CH2:35][C:34]([O:44][CH2:45][CH3:46])=[O:43])=[CH:10][C:11]=2[O:16][CH2:15]1. The catalyst class is: 804. (2) Reactant: [N:1]1[C:2]([C:10](OCC)=[O:11])=[CH:3][N:4]2[CH:9]=[CH:8][CH:7]=[CH:6][C:5]=12.[H-].[Al+3].[Li+].[H-].[H-].[H-].O. Product: [N:1]1[C:2]([CH2:10][OH:11])=[CH:3][N:4]2[CH:9]=[CH:8][CH:7]=[CH:6][C:5]=12. The catalyst class is: 1.